Dataset: Forward reaction prediction with 1.9M reactions from USPTO patents (1976-2016). Task: Predict the product of the given reaction. Given the reactants [S:1]1[CH:5]=[CH:4][C:3]([C:6]2[N:11]=[C:10]([NH2:12])[CH:9]=[CH:8][CH:7]=2)=[CH:2]1.[CH2:13]([O:15][C:16]([N:18]=[C:19]=[S:20])=[O:17])[CH3:14], predict the reaction product. The product is: [S:1]1[CH:5]=[CH:4][C:3]([C:6]2[N:11]=[C:10]([NH:12][C:19]([NH:18][C:16](=[O:17])[O:15][CH2:13][CH3:14])=[S:20])[CH:9]=[CH:8][CH:7]=2)=[CH:2]1.